Dataset: Reaction yield outcomes from USPTO patents with 853,638 reactions. Task: Predict the reaction yield, written as a fraction of the theoretical maximum amount of product (1.0 means a 100% yield; for example, 0.34 means a 34% yield). (1) The reactants are Br[C:2]1[C:11]([O:12][CH3:13])=[CH:10][CH:9]=[CH:8][C:3]=1[C:4]([O:6][CH3:7])=[O:5].[CH2:14]([OH:18])[CH2:15][C:16]#[CH:17]. The catalyst is C(N(CC)CC)C.Cl[Pd](Cl)([P](C1C=CC=CC=1)(C1C=CC=CC=1)C1C=CC=CC=1)[P](C1C=CC=CC=1)(C1C=CC=CC=1)C1C=CC=CC=1.[Cu]I. The product is [OH:18][CH2:14][CH2:15][C:16]#[C:17][C:2]1[C:11]([O:12][CH3:13])=[CH:10][CH:9]=[CH:8][C:3]=1[C:4]([O:6][CH3:7])=[O:5]. The yield is 0.150. (2) The reactants are [F:1][C:2]1[CH:7]=[CH:6][CH:5]=[CH:4][C:3]=1[N:8]1[CH2:13][CH2:12][N:11]([C:14]2[NH:15][C:16](=[O:31])[C:17]3[CH:22]=[CH:21][N:20]([CH2:23][O:24]CC[Si](C)(C)C)[C:18]=3[N:19]=2)[CH2:10][CH2:9]1.FC(F)(F)C(O)=O. The yield is 0.482. The product is [F:1][C:2]1[CH:7]=[CH:6][CH:5]=[CH:4][C:3]=1[N:8]1[CH2:9][CH2:10][N:11]([C:14]2[NH:15][C:16](=[O:31])[C:17]3[CH:22]=[CH:21][N:20]([CH2:23][OH:24])[C:18]=3[N:19]=2)[CH2:12][CH2:13]1. The catalyst is C(Cl)Cl.